From a dataset of Forward reaction prediction with 1.9M reactions from USPTO patents (1976-2016). Predict the product of the given reaction. Given the reactants [NH:1]1[CH2:6][CH2:5][CH2:4][CH2:3][C@@H:2]1[C:7]([NH:9][C@H:10]([C:12]1[CH:21]=[CH:20][C:15]([C:16]([O:18][CH3:19])=[O:17])=[CH:14][CH:13]=1)[CH3:11])=[O:8].[F:22][C:23]([F:33])([F:32])[C:24]1[CH:31]=[CH:30][C:27]([CH2:28]Br)=[CH:26][CH:25]=1.C([O-])([O-])=O.[Na+].[Na+], predict the reaction product. The product is: [F:22][C:23]([F:32])([F:33])[C:24]1[CH:31]=[CH:30][C:27]([CH2:28][N:1]2[CH2:6][CH2:5][CH2:4][CH2:3][C@@H:2]2[C:7]([NH:9][C@H:10]([C:12]2[CH:13]=[CH:14][C:15]([C:16]([O:18][CH3:19])=[O:17])=[CH:20][CH:21]=2)[CH3:11])=[O:8])=[CH:26][CH:25]=1.